Dataset: Catalyst prediction with 721,799 reactions and 888 catalyst types from USPTO. Task: Predict which catalyst facilitates the given reaction. (1) Reactant: [Cl:1][C:2]1[CH:3]=[C:4]2[C:9](=[CH:10][C:11]=1[Cl:12])[N:8]=[C:7]([CH3:13])[CH:6]=[N:5]2. Product: [Cl:1][C:2]1[CH:3]=[C:4]2[C:9](=[CH:10][C:11]=1[Cl:12])[NH:8][C@@H:7]([CH3:13])[CH2:6][NH:5]2. The catalyst class is: 11. (2) Reactant: [Cl:1][C:2]1[C:3]2[N:12]([C:13]3[C:18]([F:19])=[CH:17][CH:16]=[CH:15][C:14]=3[F:20])[N:11]=[C:10]([C:21]3[CH:30]=[CH:29][C:24]([C:25]([O:27]C)=[O:26])=[CH:23][CH:22]=3)[C:4]=2[C:5]([O:8][CH3:9])=[N:6][CH:7]=1.CO.[OH-].[Na+].Cl. Product: [Cl:1][C:2]1[C:3]2[N:12]([C:13]3[C:18]([F:19])=[CH:17][CH:16]=[CH:15][C:14]=3[F:20])[N:11]=[C:10]([C:21]3[CH:22]=[CH:23][C:24]([C:25]([OH:27])=[O:26])=[CH:29][CH:30]=3)[C:4]=2[C:5]([O:8][CH3:9])=[N:6][CH:7]=1. The catalyst class is: 1. (3) Reactant: [C:1]([C:5]1[NH:9][C:8]([C:10]([OH:12])=O)=[C:7]([N+:13]([O-:15])=[O:14])[CH:6]=1)([CH3:4])([CH3:3])[CH3:2].P(Cl)(Cl)(Cl)(Cl)Cl.[CH3:22][C:23]1([CH3:30])[NH:28][CH2:27][CH2:26][NH:25][C:24]1=[O:29].CCN(C(C)C)C(C)C. Product: [C:1]([C:5]1[NH:9][C:8]([C:10]([N:28]2[CH2:27][CH2:26][NH:25][C:24](=[O:29])[C:23]2([CH3:30])[CH3:22])=[O:12])=[C:7]([N+:13]([O-:15])=[O:14])[CH:6]=1)([CH3:2])([CH3:3])[CH3:4]. The catalyst class is: 4. (4) Reactant: [F:1][C:2]([F:12])([F:11])[O:3][C:4]1[CH:9]=[CH:8][C:7]([OH:10])=[CH:6][CH:5]=1.C(=O)([O-])[O-].[K+].[K+].Br[C:20]([CH3:30])([CH3:29])[C:21]([C:23]1[CH:24]=[N:25][CH:26]=[N:27][CH:28]=1)=[O:22].O. Product: [CH3:29][C:20]([O:10][C:7]1[CH:6]=[CH:5][C:4]([O:3][C:2]([F:11])([F:12])[F:1])=[CH:9][CH:8]=1)([CH3:30])[C:21]([C:23]1[CH:28]=[N:27][CH:26]=[N:25][CH:24]=1)=[O:22]. The catalyst class is: 16. (5) Reactant: C(=O)([O-])O.[Na+].Cl.[NH2:7][OH:8].[CH3:9][N:10]([C:16]1[N:21]=[CH:20][N:19]=[C:18]([C:22]#[N:23])[CH:17]=1)[CH2:11][C:12]([F:15])([F:14])[F:13]. Product: [CH3:9][N:10]([C:16]1[N:21]=[CH:20][N:19]=[C:18]([C:22](=[N:7][OH:8])[NH2:23])[CH:17]=1)[CH2:11][C:12]([F:13])([F:15])[F:14]. The catalyst class is: 8. (6) Reactant: [CH3:1][N:2]([CH:4]([CH:7]1[CH2:16][CH2:15][C:10]2([O:14][CH2:13][CH2:12][O:11]2)[CH2:9][CH2:8]1)[C:5]#N)[CH3:3].[F:17][C:18]1[CH:23]=[CH:22]C([Mg]Br)=[CH:20][CH:19]=1.[Cl-].[NH4+].O. Product: [O:14]1[C:10]2([CH2:15][CH2:16][CH:7]([CH:4]([N:2]([CH3:3])[CH3:1])[C:5]3[CH:22]=[CH:23][C:18]([F:17])=[CH:19][CH:20]=3)[CH2:8][CH2:9]2)[O:11][CH2:12][CH2:13]1. The catalyst class is: 1. (7) Reactant: [F:1][C:2]1[CH:26]=[C:25]([F:27])[CH:24]=[CH:23][C:3]=1[NH:4][C:5]1[CH:22]=[CH:21][C:8]2[C:9](=[O:20])[C:10]3[CH:17]=[C:16]([O:18]C)[CH:15]=[CH:14][C:11]=3[CH2:12][CH2:13][C:7]=2[CH:6]=1.Br. Product: [F:1][C:2]1[CH:26]=[C:25]([F:27])[CH:24]=[CH:23][C:3]=1[NH:4][C:5]1[CH:22]=[CH:21][C:8]2[C:9](=[O:20])[C:10]3[CH:17]=[C:16]([OH:18])[CH:15]=[CH:14][C:11]=3[CH2:12][CH2:13][C:7]=2[CH:6]=1. The catalyst class is: 15. (8) Reactant: [NH2:1][C:2]1[CH:3]=[C:4]([CH:21]=[CH:22][CH:23]=1)[O:5][C:6]1[N:11]=[C:10]2[S:12][C:13]([NH:15][C:16]([CH:18]3[CH2:20][CH2:19]3)=[O:17])=[N:14][C:9]2=[CH:8][CH:7]=1.[Cl:24][C:25]1[C:33]([CH:34]2[CH2:36][CH2:35]2)=[CH:32][CH:31]=[CH:30][C:26]=1[C:27]([OH:29])=O.F[P-](F)(F)(F)(F)F.[N:44]1(OC(N(C)C)=[N+](C)C)[C:48]2N=CC=CC=2N=N1.C(=O)([O-])O.[Na+]. Product: [Cl:24][C:25]1[C:33]([C:34]2([C:48]#[N:44])[CH2:36][CH2:35]2)=[CH:32][CH:31]=[CH:30][C:26]=1[C:27]([NH:1][C:2]1[CH:23]=[CH:22][CH:21]=[C:4]([O:5][C:6]2[N:11]=[C:10]3[S:12][C:13]([NH:15][C:16]([CH:18]4[CH2:20][CH2:19]4)=[O:17])=[N:14][C:9]3=[CH:8][CH:7]=2)[CH:3]=1)=[O:29]. The catalyst class is: 17. (9) Reactant: Br[C:2]1[CH:8]=[CH:7][C:6]([Cl:9])=[CH:5][C:3]=1[NH2:4].CC1(C)C(C)(C)OB(B2OC(C)(C)C(C)(C)O2)O1.C([O-])(=O)C.[K+].Cl[C:34]1[N:41]=[C:40]([CH3:42])[CH:39]=[CH:38][C:35]=1[C:36]#[N:37].C(=O)([O-])[O-].[K+].[K+]. Product: [Cl:9][C:6]1[CH:7]=[CH:8][C:2]2[C:34]3[N:41]=[C:40]([CH3:42])[CH:39]=[CH:38][C:35]=3[C:36]([NH2:37])=[N:4][C:3]=2[CH:5]=1. The catalyst class is: 12.